This data is from Forward reaction prediction with 1.9M reactions from USPTO patents (1976-2016). The task is: Predict the product of the given reaction. (1) The product is: [C:24]([OH:31])(=[O:30])/[CH:25]=[CH:26]/[C:27]([OH:29])=[O:28].[Cl:1][C:2]1[CH:9]=[CH:8][C:5]([C:6]#[N:7])=[C:4]([O:10][C:11]2[CH:16]=[CH:15][CH:14]=[C:13]([CH2:17][NH:23][CH3:22])[C:12]=2[CH2:19][CH2:20][CH3:21])[CH:3]=1. Given the reactants [Cl:1][C:2]1[CH:9]=[CH:8][C:5]([C:6]#[N:7])=[C:4]([O:10][C:11]2[CH:16]=[CH:15][CH:14]=[C:13]([CH2:17]Cl)[C:12]=2[CH2:19][CH2:20][CH3:21])[CH:3]=1.[CH3:22][NH2:23].[C:24]([OH:31])(=[O:30])/[CH:25]=[CH:26]/[C:27]([OH:29])=[O:28], predict the reaction product. (2) Given the reactants F[C:2]1[CH:7]=[CH:6][CH:5]=[C:4]([F:8])[C:3]=1[Br:9].[CH3:10][C:11]1([CH3:18])[O:15][CH:14]([CH2:16][OH:17])[CH2:13][O:12]1, predict the reaction product. The product is: [CH3:10][C:11]1([CH3:18])[O:15][CH:14]([CH2:16][O:17][C:2]2[CH:7]=[CH:6][CH:5]=[C:4]([F:8])[C:3]=2[Br:9])[CH2:13][O:12]1. (3) Given the reactants O[CH2:2][CH2:3][CH2:4][NH:5][C:6](=[O:12])[O:7][C:8]([CH3:11])([CH3:10])[CH3:9].[Cl:13][C:14]1[NH:22][C:21]2[C:20](=[O:23])[N:19](CCCOC3CCCCO3)[C:18](=[O:34])[N:17]([CH2:35][CH2:36][CH2:37][CH2:38][CH3:39])[C:16]=2[N:15]=1.C1C=CC(P(C2C=CC=CC=2)C2C=CC=CC=2)=CC=1.C1C=CC(COC(/N=N/C(OCC2C=CC=CC=2)=O)=O)=CC=1.N1CCOCC1, predict the reaction product. The product is: [Cl:13][C:14]1[NH:22][C:21]2[C:20](=[O:23])[N:19]([CH2:2][CH2:3][CH2:4][NH:5][C:6](=[O:12])[O:7][C:8]([CH3:11])([CH3:10])[CH3:9])[C:18](=[O:34])[N:17]([CH2:35][CH2:36][CH2:37][CH2:38][CH3:39])[C:16]=2[N:15]=1. (4) Given the reactants [OH:1][C@H:2]1[CH2:17][C:16](=[O:18])[O:15][O:14][C@H:13](/[CH:19]=[CH:20]/[CH2:21][CH2:22][SH:23])[CH2:12][C:11](=[O:24])[NH:10][C@H:9]([CH:25]([CH3:27])[CH3:26])[C:8](=[O:28])[NH:7][C@H:6]([CH3:29])[C:5](=[O:30])[NH:4][C@@H:3]1[CH:31]([CH3:33])[CH3:32].C(N(C(C)C)CC)(C)C.[C:43](Cl)(=[O:45])[CH3:44].Cl, predict the reaction product. The product is: [OH:1][C@H:2]1[CH2:17][C:16](=[O:18])[O:15][O:14][C@H:13](/[CH:19]=[CH:20]/[CH2:21][CH2:22][S:23][C:43](=[O:45])[CH3:44])[CH2:12][C:11](=[O:24])[NH:10][C@H:9]([CH:25]([CH3:27])[CH3:26])[C:8](=[O:28])[NH:7][C@H:6]([CH3:29])[C:5](=[O:30])[NH:4][C@@H:3]1[CH:31]([CH3:33])[CH3:32]. (5) Given the reactants [Br:1][C:2]1[CH:3]=[C:4]([CH:8]=[CH:9][C:10]=1[OH:11])[C:5](Cl)=[O:6].[O:12]1[C:17]2[CH:18]=[CH:19][CH:20]=[CH:21][C:16]=2[NH:15][CH2:14][CH2:13]1.C(O)C, predict the reaction product. The product is: [Br:1][C:2]1[CH:3]=[C:4]([C:5]([N:15]2[C:16]3[CH:21]=[CH:20][CH:19]=[CH:18][C:17]=3[O:12][CH2:13][CH2:14]2)=[O:6])[CH:8]=[CH:9][C:10]=1[OH:11]. (6) Given the reactants [CH3:1][C:2]1[CH:11]=[CH:10][C:9]2[C:4](=[CH:5][CH:6]=[CH:7][C:8]=2[N:12]2[CH2:17][CH2:16][N:15]([CH2:18][CH2:19][C:20]3[CH:21]=[C:22]([CH:24]=[CH:25][CH:26]=3)[NH2:23])[CH2:14][CH2:13]2)[N:3]=1.[CH3:27][N:28]1[C:32]([CH3:33])=[CH:31][C:30]([C:34](O)=[O:35])=[N:29]1, predict the reaction product. The product is: [CH3:27][N:28]1[C:32]([CH3:33])=[CH:31][C:30]([C:34]([NH:23][C:22]2[CH:24]=[CH:25][CH:26]=[C:20]([CH2:19][CH2:18][N:15]3[CH2:14][CH2:13][N:12]([C:8]4[CH:7]=[CH:6][CH:5]=[C:4]5[C:9]=4[CH:10]=[CH:11][C:2]([CH3:1])=[N:3]5)[CH2:17][CH2:16]3)[CH:21]=2)=[O:35])=[N:29]1. (7) Given the reactants [F:1][C:2]1[CH:3]=[C:4]([N:9]2[CH:13]=[N:12][C:11]([C:14]([O:16]CC)=[O:15])=[N:10]2)[CH:5]=[CH:6][C:7]=1[F:8].[OH-].[Na+], predict the reaction product. The product is: [F:1][C:2]1[CH:3]=[C:4]([N:9]2[CH:13]=[N:12][C:11]([C:14]([OH:16])=[O:15])=[N:10]2)[CH:5]=[CH:6][C:7]=1[F:8].